This data is from Full USPTO retrosynthesis dataset with 1.9M reactions from patents (1976-2016). The task is: Predict the reactants needed to synthesize the given product. (1) Given the product [CH3:64][O:63][C:62]([NH:61][C@@H:57]([CH:58]([CH3:60])[CH3:59])[C:56]([N:52]1[CH2:53][CH2:54][CH2:55][C@H:51]1[C:49]1[NH:50][C:46]([C:41]2[CH:42]=[C:43]3[C:38](=[CH:39][CH:40]=2)[CH:37]=[C:36]([C:9]2[CH:10]=[C:11]4[C:31](=[CH:32][CH:33]=2)[C:15]2[NH:16][C:17]([C@@H:19]5[CH2:23][CH2:22][CH2:21][N:20]5[C:24]([O:26][C:27]([CH3:28])([CH3:29])[CH3:30])=[O:25])=[N:18][C:14]=2[CH2:13][CH2:12]4)[CH:45]=[CH:44]3)=[CH:47][N:48]=1)=[O:66])=[O:65], predict the reactants needed to synthesize it. The reactants are: CC1(C)C(C)(C)OB([C:9]2[CH:10]=[C:11]3[C:31](=[CH:32][CH:33]=2)[C:15]2[NH:16][C:17]([C@@H:19]4[CH2:23][CH2:22][CH2:21][N:20]4[C:24]([O:26][C:27]([CH3:30])([CH3:29])[CH3:28])=[O:25])=[N:18][C:14]=2[CH2:13][CH2:12]3)O1.Br[C:36]1[CH:37]=[C:38]2[C:43](=[CH:44][CH:45]=1)[CH:42]=[C:41]([C:46]1[NH:50][C:49]([C@@H:51]3[CH2:55][CH2:54][CH2:53][N:52]3[C:56](=[O:66])[C@@H:57]([NH:61][C:62](=[O:65])[O:63][CH3:64])[CH:58]([CH3:60])[CH3:59])=[N:48][CH:47]=1)[CH:40]=[CH:39]2.C([O-])([O-])=O.[K+].[K+]. (2) Given the product [CH3:7][N:6]1[C:5]2[CH:8]=[CH:9][C:10]([CH2:25][CH2:24][NH:23][C:21]([O:20][CH2:19][C:13]3[CH:18]=[CH:17][CH:16]=[CH:15][CH:14]=3)=[O:22])=[CH:11][C:4]=2[N:3]=[C:2]1[CH2:25][CH2:24][NH:23][C:21]([O:20][CH2:39][C:43]1[CH:41]=[CH:42][CH:26]=[CH:45][CH:44]=1)=[O:46], predict the reactants needed to synthesize it. The reactants are: Br[C:2]1[N:6]([CH3:7])[C:5]2[CH:8]=[CH:9][C:10](Br)=[CH:11][C:4]=2[N:3]=1.[C:13]1([CH2:19][O:20][C:21]([NH:23][CH:24]=[CH2:25])=[O:22])[CH:18]=[CH:17][CH:16]=[CH:15][CH:14]=1.[CH:26]12[CH2:45][CH2:44][CH2:43][CH:39](C[CH2:41][CH2:42]1)B12[H]B2([CH:39]3C[CH2:41][CH2:42][CH:26]2[CH2:45][CH2:44][CH2:43]3)[H]1.[OH-:46].[Na+]. (3) Given the product [F:32][C:29]([F:31])([F:30])[C:27]1[CH:26]=[C:5]([CH:4]=[C:3]([C:2]([F:1])([F:33])[F:34])[CH:28]=1)[C:6]([N:8]1[CH2:9][CH2:10][C:11]2([N:15]([C:16]3[CH:21]=[CH:20][CH:19]=[CH:18][C:17]=3[Cl:22])[CH2:14][N:13]([CH2:37][CH2:38][N:39]3[CH2:43][CH2:42][CH2:41][CH2:40]3)[C:12]2=[O:23])[CH2:24][CH2:25]1)=[O:7], predict the reactants needed to synthesize it. The reactants are: [F:1][C:2]([F:34])([F:33])[C:3]1[CH:4]=[C:5]([CH:26]=[C:27]([C:29]([F:32])([F:31])[F:30])[CH:28]=1)[C:6]([N:8]1[CH2:25][CH2:24][C:11]2([N:15]([C:16]3[CH:21]=[CH:20][CH:19]=[CH:18][C:17]=3[Cl:22])[CH2:14][NH:13][C:12]2=[O:23])[CH2:10][CH2:9]1)=[O:7].Cl.Cl[CH2:37][CH2:38][N:39]1[CH2:43][CH2:42][CH2:41][CH2:40]1. (4) Given the product [CH3:39][O:40][C@H:41]1[C@@H:46]([NH:47][C:48](=[O:54])[O:49][C:50]([CH3:53])([CH3:52])[CH3:51])[CH2:45][CH2:44][N:43]([CH2:55][CH2:56][N:57]2[C:66]3[C:61](=[CH:62][CH:63]=[C:64]([O:67][CH3:68])[CH:65]=3)[N:60]=[CH:59][C:58]2=[O:69])[CH2:42]1, predict the reactants needed to synthesize it. The reactants are: COC1C=C2C(N=CC(=O)N2)=CC=1.CS(OCCN1CC[C@H](NC(OC(C)(C)C)=O)[C@H](OC)C1)(=O)=O.[H-].[Na+].[CH3:39][O:40][C@@H:41]1[C@H:46]([NH:47][C:48](=[O:54])[O:49][C:50]([CH3:53])([CH3:52])[CH3:51])[CH2:45][CH2:44][N:43]([CH2:55][CH2:56][N:57]2[C:66]3[C:61](=[CH:62][CH:63]=[C:64]([O:67][CH3:68])[CH:65]=3)[N:60]=[CH:59][C:58]2=[O:69])[CH2:42]1. (5) The reactants are: Br[C:2]1[CH:10]=[CH:9][C:8]([CH3:11])=[C:7]2[C:3]=1[C:4]([CH2:12][CH2:13][O:14][Si:15]([C:18]([CH3:21])([CH3:20])[CH3:19])([CH3:17])[CH3:16])=[CH:5][NH:6]2.[Li]C(C)(C)C.[C:27](=[O:29])=[O:28]. Given the product [C:18]([Si:15]([CH3:17])([CH3:16])[O:14][CH2:13][CH2:12][C:4]1[C:3]2[C:2]([C:27]([OH:29])=[O:28])=[CH:10][CH:9]=[C:8]([CH3:11])[C:7]=2[NH:6][CH:5]=1)([CH3:21])([CH3:20])[CH3:19], predict the reactants needed to synthesize it. (6) Given the product [F:1][C:2]([F:26])([F:25])[CH2:3][NH:4][C:5]([C:7]1([CH2:20][CH2:21][CH2:22][CH2:23][N:38]2[CH2:39][CH2:40][N:35]([C:33]3[N:32]([CH3:41])[C:31]4[CH:42]=[CH:43][C:28]([Cl:27])=[CH:29][C:30]=4[N:34]=3)[CH2:36][CH2:37]2)[C:19]2[CH:18]=[CH:17][CH:16]=[CH:15][C:14]=2[C:13]2[C:8]1=[CH:9][CH:10]=[CH:11][CH:12]=2)=[O:6], predict the reactants needed to synthesize it. The reactants are: [F:1][C:2]([F:26])([F:25])[CH2:3][NH:4][C:5]([C:7]1([CH2:20][CH2:21][CH2:22][CH2:23]Br)[C:19]2[CH:18]=[CH:17][CH:16]=[CH:15][C:14]=2[C:13]2[C:8]1=[CH:9][CH:10]=[CH:11][CH:12]=2)=[O:6].[Cl:27][C:28]1[CH:43]=[CH:42][C:31]2[N:32]([CH3:41])[C:33]([N:35]3[CH2:40][CH2:39][NH:38][CH2:37][CH2:36]3)=[N:34][C:30]=2[CH:29]=1. (7) Given the product [OH:6][C:7]1[CH:15]=[CH:14][C:10]([C:11]([O:13][CH3:19])=[O:12])=[CH:9][C:8]=1[N+:16]([O-:18])=[O:17], predict the reactants needed to synthesize it. The reactants are: S(=O)(=O)(O)O.[OH:6][C:7]1[CH:15]=[CH:14][C:10]([C:11]([OH:13])=[O:12])=[CH:9][C:8]=1[N+:16]([O-:18])=[O:17].[CH3:19]O. (8) Given the product [C:23]([O:27][C:28]([N:30]1[CH2:31][CH:32]2[CH:36]([CH2:35][N:34]([C:9](=[O:11])[CH2:8][N:5]3[C:6]([CH3:7])=[C:2]([Cl:1])[C:3]([C:12]([F:15])([F:14])[F:13])=[N:4]3)[CH2:33]2)[CH2:37]1)=[O:29])([CH3:26])([CH3:24])[CH3:25], predict the reactants needed to synthesize it. The reactants are: [Cl:1][C:2]1[C:3]([C:12]([F:15])([F:14])[F:13])=[N:4][N:5]([CH2:8][C:9]([OH:11])=O)[C:6]=1[CH3:7].C(N(CC)CC)C.[C:23]([O:27][C:28]([N:30]1[CH2:37][CH:36]2[CH:32]([CH2:33][NH:34][CH2:35]2)[CH2:31]1)=[O:29])([CH3:26])([CH3:25])[CH3:24].CCCP1(OP(CCC)(=O)OP(CCC)(=O)O1)=O. (9) Given the product [CH:1]([O:4][C:5]1[CH:10]=[CH:9][C:8]([C:16]2[CH:17]=[CH:18][C:13]([Br:12])=[CH:14][CH:15]=2)=[CH:7][CH:6]=1)([CH3:3])[CH3:2], predict the reactants needed to synthesize it. The reactants are: [CH:1]([O:4][C:5]1[CH:10]=[CH:9][C:8](O)=[CH:7][CH:6]=1)([CH3:3])[CH3:2].[Br:12][C:13]1[CH:18]=[CH:17][C:16](Br)=[CH:15][CH:14]=1.C([O-])([O-])=O.[K+].[K+].N1C=CC=CC=1. (10) Given the product [C:23]([O:27][C:28](=[O:39])[NH:29][C:30]1[CH:35]=[C:34]([CH2:36][NH:1][CH:2]2[CH2:3][CH2:4][N:5]([CH2:8][CH2:9][N:10]3[C:19]4[C:14](=[CH:15][CH:16]=[C:17]([O:20][CH3:21])[CH:18]=4)[N:13]=[CH:12][C:11]3=[O:22])[CH2:6][CH2:7]2)[CH:33]=[CH:32][C:31]=1[CH3:38])([CH3:26])([CH3:25])[CH3:24], predict the reactants needed to synthesize it. The reactants are: [NH2:1][CH:2]1[CH2:7][CH2:6][N:5]([CH2:8][CH2:9][N:10]2[C:19]3[C:14](=[CH:15][CH:16]=[C:17]([O:20][CH3:21])[CH:18]=3)[N:13]=[CH:12][C:11]2=[O:22])[CH2:4][CH2:3]1.[C:23]([O:27][C:28](=[O:39])[NH:29][C:30]1[CH:35]=[C:34]([CH:36]=O)[CH:33]=[CH:32][C:31]=1[CH3:38])([CH3:26])([CH3:25])[CH3:24].C(O[BH-](OC(=O)C)OC(=O)C)(=O)C.[Na+].C(=O)([O-])O.[Na+].